The task is: Predict the reaction yield, written as a fraction of the theoretical maximum amount of product (1.0 means a 100% yield; for example, 0.34 means a 34% yield).. This data is from Reaction yield outcomes from USPTO patents with 853,638 reactions. The catalyst is C(Cl)Cl. The product is [CH3:17][C:18]1[O:22][C:21]([C:23]2[CH:28]=[CH:27][C:26]([CH3:29])=[CH:25][CH:24]=2)=[N:20][C:19]=1[CH2:30][CH2:31][O:15][C:11]1[CH:10]=[C:9]2[C:14](=[CH:13][CH:12]=1)[C@H:6]([CH2:5][C:4]([O:3][CH2:1][CH3:2])=[O:16])[CH2:7][CH2:8]2. The yield is 0.805. The reactants are [CH2:1]([O:3][C:4](=[O:16])[CH2:5][C@H:6]1[C:14]2[C:9](=[CH:10][C:11]([OH:15])=[CH:12][CH:13]=2)[CH2:8][CH2:7]1)[CH3:2].[CH3:17][C:18]1[O:22][C:21]([C:23]2[CH:28]=[CH:27][C:26]([CH3:29])=[CH:25][CH:24]=2)=[N:20][C:19]=1[CH2:30][CH2:31]O.CN(C(/N=N/C(N(C)C)=O)=O)C.C1C=CC(P(C2C=CC=CC=2)C2C=CC=CC=2)=CC=1.